Predict the reaction yield, written as a fraction of the theoretical maximum amount of product (1.0 means a 100% yield; for example, 0.34 means a 34% yield). From a dataset of Reaction yield outcomes from USPTO patents with 853,638 reactions. (1) The catalyst is C(Cl)Cl.CN(C1C=CN=CC=1)C. The reactants are C1CCC(N=C=NC2CCCCC2)CC1.[CH2:16]1[C@@H:20]([CH2:21][CH2:22][CH2:23][CH2:24][C:25]([OH:27])=[O:26])[S:19][S:18][CH2:17]1.[CH3:28][N:29]([CH3:33])[CH2:30][CH2:31]O. The yield is 0.790. The product is [S:18]1[CH2:17][CH2:16][C@@H:20]([CH2:21][CH2:22][CH2:23][CH2:24][C:25]([O:27][CH2:31][CH2:30][N:29]([CH3:33])[CH3:28])=[O:26])[S:19]1. (2) The reactants are [NH2:1][C:2]1[S:3][C:4]([C:8]([NH:10][CH2:11][C:12]2[CH:17]=[CH:16][CH:15]=[CH:14][CH:13]=2)=[O:9])=[C:5]([CH3:7])[N:6]=1.C(N(CC)CC)C.[Br:25][CH2:26][CH2:27][CH2:28][CH2:29][C:30](Cl)=[O:31]. The catalyst is ClCCl. The product is [CH2:11]([NH:10][C:8]([C:4]1[S:3][C:2]([NH:1][C:30](=[O:31])[CH2:29][CH2:28][CH2:27][CH2:26][Br:25])=[N:6][C:5]=1[CH3:7])=[O:9])[C:12]1[CH:17]=[CH:16][CH:15]=[CH:14][CH:13]=1. The yield is 0.920. (3) The reactants are [F:1][C:2]([F:29])([F:28])/[C:3](/[C:14]1[CH:19]=[CH:18][C:17]([O:20][CH2:21][CH2:22][CH2:23][C:24]([F:27])([F:26])[F:25])=[CH:16][CH:15]=1)=[CH:4]\[C:5]([C:7]1[CH:12]=[CH:11][C:10]([CH3:13])=[CH:9][CH:8]=1)=[O:6].[NH4+:30].[OH-]. The catalyst is CS(C)=O.CCOC(C)=O. The product is [NH2:30][C@@:3]([C:14]1[CH:19]=[CH:18][C:17]([O:20][CH2:21][CH2:22][CH2:23][C:24]([F:25])([F:26])[F:27])=[CH:16][CH:15]=1)([C:2]([F:28])([F:29])[F:1])[CH2:4][C:5]([C:7]1[CH:8]=[CH:9][C:10]([CH3:13])=[CH:11][CH:12]=1)=[O:6]. The yield is 1.01. (4) No catalyst specified. The reactants are F[C:2]1[N:7]=[CH:6][C:5]([C:8]2[CH:13]=[CH:12][C:11]([C@@H:14]([N:16]3[CH2:21][CH2:20][C@:19]([CH2:28][C:29]([OH:32])([CH3:31])[CH3:30])([C:22]4[CH:27]=[CH:26][CH:25]=[CH:24][CH:23]=4)[O:18][C:17]3=[O:33])[CH3:15])=[CH:10][CH:9]=2)=[CH:4][CH:3]=1.[NH:34]1[CH2:41][CH2:40][CH2:39][C@H:35]1[C:36]([NH2:38])=[O:37]. The product is [OH:32][C:29]([CH3:31])([CH3:30])[CH2:28][C@@:19]1([C:22]2[CH:27]=[CH:26][CH:25]=[CH:24][CH:23]=2)[O:18][C:17](=[O:33])[N:16]([C@H:14]([C:11]2[CH:12]=[CH:13][C:8]([C:5]3[CH:4]=[CH:3][C:2]([N:34]4[CH2:41][CH2:40][CH2:39][C@H:35]4[C:36]([NH2:38])=[O:37])=[N:7][CH:6]=3)=[CH:9][CH:10]=2)[CH3:15])[CH2:21][CH2:20]1. The yield is 0.300. (5) The reactants are [CH3:1][N:2]([CH:4]1[CH2:8][CH2:7][N:6]([CH2:9][CH2:10][C:11]2[CH:12]=[CH:13][N:14]=[C:15]3[C:20]=2[N:19]=[C:18]([O:21][CH3:22])[CH:17]=[CH:16]3)[CH2:5]1)[NH2:3].[O:23]=[C:24]1[CH2:29][S:28][C:27]2[CH:30]=[CH:31][C:32]([C:34](O)=[O:35])=[N:33][C:26]=2[NH:25]1.C(Cl)CCl.C1C=CC2N(O)N=NC=2C=1. The catalyst is C(Cl)Cl.CN(C=O)C. The product is [CH3:1][N:2]([CH:4]1[CH2:8][CH2:7][N:6]([CH2:9][CH2:10][C:11]2[C:20]3[C:15](=[CH:16][CH:17]=[C:18]([O:21][CH3:22])[N:19]=3)[N:14]=[CH:13][CH:12]=2)[CH2:5]1)[NH:3][C:34]([C:32]1[CH:31]=[CH:30][C:27]2[S:28][CH2:29][C:24](=[O:23])[NH:25][C:26]=2[N:33]=1)=[O:35]. The yield is 0.270. (6) The reactants are [N:1]12[CH2:8][CH2:7][C:4]([C:9]([C:18]3[CH:23]=[CH:22][CH:21]=[C:20]([CH3:24])[CH:19]=3)([C:11]3[CH:16]=[CH:15][CH:14]=[C:13]([CH3:17])[CH:12]=3)[OH:10])([CH2:5][CH2:6]1)[CH2:3][CH2:2]2.[C:25]1([CH2:31][O:32][CH2:33][CH2:34][Br:35])[CH:30]=[CH:29][CH:28]=[CH:27][CH:26]=1. The catalyst is CC#N. The product is [Br-:35].[OH:10][C:9]([C:18]1[CH:23]=[CH:22][CH:21]=[C:20]([CH3:24])[CH:19]=1)([C:11]1[CH:16]=[CH:15][CH:14]=[C:13]([CH3:17])[CH:12]=1)[C:4]12[CH2:5][CH2:6][N+:1]([CH2:34][CH2:33][O:32][CH2:31][C:25]3[CH:30]=[CH:29][CH:28]=[CH:27][CH:26]=3)([CH2:8][CH2:7]1)[CH2:2][CH2:3]2. The yield is 0.110. (7) The reactants are [NH2:1][C:2]1[CH:7]=[CH:6][CH:5]=[CH:4][C:3]=1[NH:8][C:9](=O)[C@@H:10]([NH:20][C:21](=[O:27])[O:22][C:23]([CH3:26])([CH3:25])[CH3:24])[CH2:11][C:12]1[CH:17]=[CH:16][C:15]([I:18])=[C:14]([Br:19])[CH:13]=1. The catalyst is C(O)(=O)C. The product is [NH:8]1[C:3]2[CH:4]=[CH:5][CH:6]=[CH:7][C:2]=2[N:1]=[C:9]1[C@@H:10]([NH:20][C:21](=[O:27])[O:22][C:23]([CH3:26])([CH3:25])[CH3:24])[CH2:11][C:12]1[CH:17]=[CH:16][C:15]([I:18])=[C:14]([Br:19])[CH:13]=1. The yield is 0.980. (8) The reactants are O=S(Cl)Cl.[C:5]([C:9]1[NH:10][C:11]2[C:16]([CH:17]=1)=[CH:15][C:14]([N+:18]([O-:20])=[O:19])=[CH:13][C:12]=2[C:21]([OH:23])=[O:22])([CH3:8])([CH3:7])[CH3:6].[CH3:24]O. No catalyst specified. The product is [C:5]([C:9]1[NH:10][C:11]2[C:16]([CH:17]=1)=[CH:15][C:14]([N+:18]([O-:20])=[O:19])=[CH:13][C:12]=2[C:21]([O:23][CH3:24])=[O:22])([CH3:8])([CH3:6])[CH3:7]. The yield is 0.700. (9) The reactants are [CH3:1][O:2][C:3]1[CH:4]=[C:5]2[O:9][C:8]([C:10]3[N:11]=[C:12]4[N:16]([CH:17]=3)[N:15]=[C:14]([O:18][CH3:19])[S:13]4)=[CH:7][C:6]2=[C:20]([OH:22])[CH:21]=1.[CH3:23][O:24][C:25]1([C:31]2[S:32][CH:33]=[C:34]([CH2:36]O)[N:35]=2)[CH2:30][CH2:29][O:28][CH2:27][CH2:26]1.C(P(CCCC)CCCC)CCC.N(C(N1CCCCC1)=O)=NC(N1CCCCC1)=O. The catalyst is C1COCC1.CCOC(C)=O. The product is [CH3:19][O:18][C:14]1[S:13][C:12]2=[N:11][C:10]([C:8]3[O:9][C:5]4[CH:4]=[C:3]([O:2][CH3:1])[CH:21]=[C:20]([O:22][CH2:36][C:34]5[N:35]=[C:31]([C:25]6([O:24][CH3:23])[CH2:30][CH2:29][O:28][CH2:27][CH2:26]6)[S:32][CH:33]=5)[C:6]=4[CH:7]=3)=[CH:17][N:16]2[N:15]=1. The yield is 0.675.